Task: Predict which catalyst facilitates the given reaction.. Dataset: Catalyst prediction with 721,799 reactions and 888 catalyst types from USPTO (1) Reactant: CN([S+](N(C)C)N(C)C)C.C[Si-](F)(F)(C)C.[Si]([O:34][CH2:35][CH2:36][N:37]([CH2:102][CH3:103])[CH2:38][CH2:39][C@@H:40]([NH:49][C:50]1[CH:55]=[CH:54][C:53]([S:56]([NH:59][C:60](=[O:94])[C:61]2[CH:66]=[CH:65][C:64]([N:67]3[CH2:72][CH2:71][CH:70]([C@H:73]([C:81]4[CH:86]=[CH:85][CH:84]=[CH:83][C:82]=4[C:87]4[CH:92]=[CH:91][C:90]([Cl:93])=[CH:89][CH:88]=4)[NH:74][S@:75]([C:77]([CH3:80])([CH3:79])[CH3:78])=[O:76])[CH2:69][CH2:68]3)=[CH:63][CH:62]=2)(=[O:58])=[O:57])=[CH:52][C:51]=1[S:95]([C:98]([F:101])([F:100])[F:99])(=[O:97])=[O:96])[CH2:41][S:42][C:43]1[CH:48]=[CH:47][CH:46]=[CH:45][CH:44]=1)(C(C)(C)C)(C1C=CC=CC=1)C1C=CC=CC=1. Product: [Cl:93][C:90]1[CH:91]=[CH:92][C:87]([C:82]2[CH:83]=[CH:84][CH:85]=[CH:86][C:81]=2[C@H:73]([NH:74][S@:75]([C:77]([CH3:78])([CH3:80])[CH3:79])=[O:76])[CH:70]2[CH2:71][CH2:72][N:67]([C:64]3[CH:65]=[CH:66][C:61]([C:60]([NH:59][S:56]([C:53]4[CH:54]=[CH:55][C:50]([NH:49][C@H:40]([CH2:39][CH2:38][N:37]([CH2:102][CH3:103])[CH2:36][CH2:35][OH:34])[CH2:41][S:42][C:43]5[CH:48]=[CH:47][CH:46]=[CH:45][CH:44]=5)=[C:51]([S:95]([C:98]([F:101])([F:100])[F:99])(=[O:96])=[O:97])[CH:52]=4)(=[O:58])=[O:57])=[O:94])=[CH:62][CH:63]=3)[CH2:68][CH2:69]2)=[CH:88][CH:89]=1. The catalyst class is: 3. (2) Reactant: Cl[C:2]1[CH:7]=[CH:6][C:5]([C:8]2[CH:9]=[N:10][N:11]([CH:13]([CH3:15])[CH3:14])[CH:12]=2)=[CH:4][CH:3]=1.[B:16]1([B:16]2[O:20][C:19]([CH3:22])([CH3:21])[C:18]([CH3:24])([CH3:23])[O:17]2)[O:20][C:19]([CH3:22])([CH3:21])[C:18]([CH3:24])([CH3:23])[O:17]1.CC(C1C=C(C(C)C)C(C2C=CC=CC=2P(C2CCCCC2)C2CCCCC2)=C(C(C)C)C=1)C.C([O-])(=O)C.[K+]. Product: [CH:13]([N:11]1[CH:12]=[C:8]([C:5]2[CH:6]=[CH:7][C:2]([B:16]3[O:20][C:19]([CH3:22])([CH3:21])[C:18]([CH3:24])([CH3:23])[O:17]3)=[CH:3][CH:4]=2)[CH:9]=[N:10]1)([CH3:15])[CH3:14]. The catalyst class is: 102.